This data is from Forward reaction prediction with 1.9M reactions from USPTO patents (1976-2016). The task is: Predict the product of the given reaction. (1) Given the reactants C[O:2][C:3]1[CH:8]=[CH:7][C:6]([CH2:9][C:10]2[CH:15]=[CH:14][C:13]([C:16]3[O:17][CH:18]=[CH:19][N:20]=3)=[CH:12][CH:11]=2)=[CH:5][CH:4]=1, predict the reaction product. The product is: [O:17]1[CH:18]=[CH:19][N:20]=[C:16]1[C:13]1[CH:12]=[CH:11][C:10]([CH2:9][C:6]2[CH:7]=[CH:8][C:3]([OH:2])=[CH:4][CH:5]=2)=[CH:15][CH:14]=1. (2) Given the reactants O.[OH-].[Li+].[C:4]([S:7][C:8]1[N:9]=[C:10]([CH3:20])[N:11](C(OC(C)(C)C)=O)[CH:12]=1)(=O)[CH3:5].BrCC1[C:33]2[CH2:32][CH2:31][N:30]([C:34]([O:36][C:37]([CH3:40])([CH3:39])[CH3:38])=[O:35])[CH2:29][CH2:28][C:27]=2[CH:26]=[CH:25][C:24]=1[Cl:41], predict the reaction product. The product is: [C:37]([O:36][C:34]([N:30]1[CH2:31][CH2:32][C:33]2[C:5]([CH2:4][S:7][C:8]3[NH:9][C:10]([CH3:20])=[N:11][CH:12]=3)=[C:24]([Cl:41])[CH:25]=[CH:26][C:27]=2[CH2:28][CH2:29]1)=[O:35])([CH3:40])([CH3:39])[CH3:38]. (3) The product is: [F:1][C:2]1[CH:3]=[C:4]([CH:36]=[CH:37][C:38]=1[O:39][CH2:41][CH2:42][N:44]([CH2:46][CH2:47][O:48][CH3:49])[CH3:45])[CH2:5][N:7]([CH:33]([CH3:35])[CH3:34])[C:8]1[CH:13]=[C:12]([O:14][CH3:15])[CH:11]=[CH:10][C:9]=1[CH:16]1[CH2:25][CH2:24][C:23]2[CH:22]=[C:21]([OH:26])[CH:20]=[CH:19][C:18]=2[CH2:17]1. Given the reactants [F:1][C:2]1[CH:3]=[C:4]([CH:36]=[CH:37][C:38]=1[OH:39])[C:5]([N:7]([CH:33]([CH3:35])[CH3:34])[C:8]1[CH:13]=[C:12]([O:14][CH3:15])[CH:11]=[CH:10][C:9]=1[CH:16]1[CH2:25][CH2:24][C:23]2[CH:22]=[C:21]([O:26]C(=O)C(C)(C)C)[CH:20]=[CH:19][C:18]=2[CH2:17]1)=O.Cl[CH2:41][C:42]([N:44]([CH2:46][CH2:47][O:48][CH3:49])[CH3:45])=O, predict the reaction product.